This data is from Experimentally validated miRNA-target interactions with 360,000+ pairs, plus equal number of negative samples. The task is: Binary Classification. Given a miRNA mature sequence and a target amino acid sequence, predict their likelihood of interaction. The miRNA is hsa-miR-210-3p with sequence CUGUGCGUGUGACAGCGGCUGA. The protein sequence of the target gene is MAMFRSLVASAQQRQPPAGPAGGDSGLEAQYTCPICLEVYHRPVAIGSCGHTFCGECLQPCLQVPSPLCPLCRLPFDPKKVDKATHVEKQLSSYKAPCRGCNKKVTLAKMRVHISSCLKVQEQMANCPKFVPVVPTSQPIPSNIPNRSTFACPYCGARNLDQQELVKHCVESHRSDPNRVVCPICSAMPWGDPSYKSANFLQHLLHRHKFSYDTFVDYSIDEEAAFQAALALSLSEN. Result: 0 (no interaction).